Dataset: Peptide-MHC class II binding affinity with 134,281 pairs from IEDB. Task: Regression. Given a peptide amino acid sequence and an MHC pseudo amino acid sequence, predict their binding affinity value. This is MHC class II binding data. (1) The peptide sequence is GCGSCFEIKCTKPEA. The MHC is DRB1_0701 with pseudo-sequence DRB1_0701. The binding affinity (normalized) is 0.0845. (2) The peptide sequence is GCAINFGKRELKCGD. The MHC is DRB1_0404 with pseudo-sequence DRB1_0404. The binding affinity (normalized) is 0. (3) The binding affinity (normalized) is 0.611. The peptide sequence is VMYSGAVNPCVLLDC. The MHC is DRB1_0101 with pseudo-sequence DRB1_0101. (4) The peptide sequence is THSWEYWGAQLNAMK. The MHC is DRB3_0202 with pseudo-sequence DRB3_0202. The binding affinity (normalized) is 0.502. (5) The peptide sequence is KLNNQTKTAVNMLTH. The MHC is DRB1_0101 with pseudo-sequence DRB1_0101. The binding affinity (normalized) is 0.803. (6) The peptide sequence is DDNRNIAWDTDKLDD. The MHC is HLA-DPA10301-DPB10402 with pseudo-sequence HLA-DPA10301-DPB10402. The binding affinity (normalized) is 0.0393.